From a dataset of Reaction yield outcomes from USPTO patents with 853,638 reactions. Predict the reaction yield, written as a fraction of the theoretical maximum amount of product (1.0 means a 100% yield; for example, 0.34 means a 34% yield). (1) The reactants are Cl[CH2:2][CH2:3][CH2:4][N:5]1[CH2:10][CH2:9][CH2:8][CH2:7][C:6]1=[O:11].C(=O)([O-])[O-].[K+].[K+].[F:18][C:19]1[CH:46]=[CH:45][C:22]([CH2:23][N:24]([CH:39]2[CH2:44][CH2:43][NH:42][CH2:41][CH2:40]2)[C:25](=[O:38])[CH2:26][C:27]2[CH:32]=[CH:31][C:30]([O:33][CH2:34][CH:35]([CH3:37])[CH3:36])=[CH:29][CH:28]=2)=[CH:21][CH:20]=1.[I-].[Na+]. The catalyst is CN(C=O)C. The product is [F:18][C:19]1[CH:46]=[CH:45][C:22]([CH2:23][N:24]([CH:39]2[CH2:44][CH2:43][N:42]([CH2:2][CH2:3][CH2:4][N:5]3[CH2:10][CH2:9][CH2:8][CH2:7][C:6]3=[O:11])[CH2:41][CH2:40]2)[C:25](=[O:38])[CH2:26][C:27]2[CH:28]=[CH:29][C:30]([O:33][CH2:34][CH:35]([CH3:37])[CH3:36])=[CH:31][CH:32]=2)=[CH:21][CH:20]=1. The yield is 0.0300. (2) The reactants are [CH3:1][C:2]1[N:3]=[C:4]([NH:7][C:8]2[CH:13]=[C:12]([O:14][CH:15]3[CH2:20][CH2:19][N:18](C(OC(C)(C)C)=O)[CH2:17][CH2:16]3)[CH:11]=[CH:10][N:9]=2)[S:5][CH:6]=1.[F:28][C:29]([F:34])([F:33])[C:30]([OH:32])=[O:31]. The catalyst is ClCCl. The product is [OH:32][C:30]([C:29]([F:34])([F:33])[F:28])=[O:31].[CH3:1][C:2]1[N:3]=[C:4]([NH:7][C:8]2[CH:13]=[C:12]([O:14][CH:15]3[CH2:20][CH2:19][NH:18][CH2:17][CH2:16]3)[CH:11]=[CH:10][N:9]=2)[S:5][CH:6]=1. The yield is 1.00. (3) The reactants are [C:1]([C:3]1[CH:8]=[CH:7][C:6]([CH3:9])=[CH:5][C:4]=1[NH:10][C:11](=O)[C:12]1[C:17]([O:18][CH3:19])=[CH:16][CH:15]=[CH:14][C:13]=1[F:20])#[N:2].[OH-:22].[Na+].OO.Cl. The catalyst is C(O)C. The product is [F:20][C:13]1[CH:14]=[CH:15][CH:16]=[C:17]([O:18][CH3:19])[C:12]=1[C:11]1[NH:2][C:1](=[O:22])[C:3]2[C:4](=[CH:5][C:6]([CH3:9])=[CH:7][CH:8]=2)[N:10]=1. The yield is 0.890. (4) The reactants are [CH2:1]([N:8]1[C@@H:13]2[CH:14]([C:16]([O:18][C:19]([CH3:22])([CH3:21])[CH3:20])=[O:17])[CH2:15][C@@:9]1([C:24]1[CH:29]=[CH:28][CH:27]=[CH:26][CH:25]=1)[C:10](=[O:23])[CH:11]=[CH:12]2)[C:2]1[CH:7]=[CH:6][CH:5]=[CH:4][CH:3]=1.C(OCC)(=O)C.CO. The catalyst is [Pd].ClCCl. The product is [CH2:1]([N:8]1[C@@H:13]2[CH:14]([C:16]([O:18][C:19]([CH3:22])([CH3:21])[CH3:20])=[O:17])[CH2:15][C@@:9]1([C:24]1[CH:25]=[CH:26][CH:27]=[CH:28][CH:29]=1)[C:10](=[O:23])[CH2:11][CH2:12]2)[C:2]1[CH:3]=[CH:4][CH:5]=[CH:6][CH:7]=1. The yield is 1.00.